This data is from Full USPTO retrosynthesis dataset with 1.9M reactions from patents (1976-2016). The task is: Predict the reactants needed to synthesize the given product. (1) Given the product [NH2:1][C:2]1[C:11]([N+:12]([O-:14])=[O:13])=[CH:10][C:9]([Br:17])=[C:8]([O:15][CH3:16])[C:3]=1[C:4]([O:6][CH3:7])=[O:5], predict the reactants needed to synthesize it. The reactants are: [NH2:1][C:2]1[C:11]([N+:12]([O-:14])=[O:13])=[CH:10][CH:9]=[C:8]([O:15][CH3:16])[C:3]=1[C:4]([O:6][CH3:7])=[O:5].[Br:17]Br. (2) Given the product [F:3][C:4]1[CH:15]=[C:14]([O:16][CH2:17][C:18]#[CH:19])[C:13]([F:20])=[CH:12][C:5]=1[C:6]([OH:8])=[O:7], predict the reactants needed to synthesize it. The reactants are: [OH-].[Na+].[F:3][C:4]1[CH:15]=[C:14]([O:16][CH2:17][C:18]#[CH:19])[C:13]([F:20])=[CH:12][C:5]=1[C:6]([O:8]CC#C)=[O:7].Cl. (3) Given the product [OH:19][CH2:20][C:21]1[CH:22]=[N:23][C:24]2[C:29]([C:30]=1[C:31]1[CH:32]=[C:33]([CH:34]=[CH:35][CH:36]=1)[O:37][CH2:2][C:3]1[CH:8]=[CH:7][C:6]([CH2:9][C:10]([OH:12])=[O:11])=[CH:5][CH:4]=1)=[CH:28][CH:27]=[CH:26][C:25]=2[C:38]([F:41])([F:39])[F:40], predict the reactants needed to synthesize it. The reactants are: Br[CH2:2][C:3]1[CH:8]=[CH:7][C:6]([CH2:9][C:10]([OH:12])=[O:11])=[CH:5][CH:4]=1.C([O-])([O-])=O.[Cs+].[Cs+].[OH:19][CH2:20][C:21]1[CH:22]=[N:23][C:24]2[C:29]([C:30]=1[C:31]1[CH:32]=[C:33]([OH:37])[CH:34]=[CH:35][CH:36]=1)=[CH:28][CH:27]=[CH:26][C:25]=2[C:38]([F:41])([F:40])[F:39].Cl. (4) Given the product [ClH:24].[O:4]=[C:5]1[CH2:9][CH2:8][N:7]([C@H:10]2[CH2:15][CH2:14][CH2:13][CH2:12][C@@H:11]2[O:16][CH2:17][C:18]2[C:23]([Cl:24])=[CH:22][CH:21]=[CH:20][C:19]=2[Cl:25])[CH2:6]1, predict the reactants needed to synthesize it. The reactants are: O1[C:5]2([CH2:9][CH2:8][N:7]([C@H:10]3[CH2:15][CH2:14][CH2:13][CH2:12][C@@H:11]3[O:16][CH2:17][C:18]3[C:23]([Cl:24])=[CH:22][CH:21]=[CH:20][C:19]=3[Cl:25])[CH2:6]2)[O:4]CC1.[H-].[Na+].O1C2(CCN([C@H]3CCCC[C@@H]3O)C2)OCC1.ClC1C=CC=C(Cl)C=1CBr. (5) Given the product [F:6][C:7]1[C:16]([C:17]2[C:26]3[C:21](=[CH:22][C:23]([N:27]4[CH2:28][CH2:29][O:30][CH2:31][CH2:32]4)=[CH:24][CH:25]=3)[N:20]=[CH:19][N:18]=2)=[CH:15][C:10]([C:11]([C:2]2[S:1][CH:5]=[CH:4][N:3]=2)=[O:12])=[C:9]([CH3:33])[CH:8]=1, predict the reactants needed to synthesize it. The reactants are: [S:1]1[CH:5]=[CH:4][N:3]=[CH:2]1.[F:6][C:7]1[C:16]([C:17]2[C:26]3[C:21](=[CH:22][C:23]([N:27]4[CH2:32][CH2:31][O:30][CH2:29][CH2:28]4)=[CH:24][CH:25]=3)[N:20]=[CH:19][N:18]=2)=[CH:15][C:10]([C:11](OC)=[O:12])=[C:9]([CH3:33])[CH:8]=1. (6) Given the product [C:27]([O:17][C:4]1([CH2:1][CH:2]=[CH2:3])[CH2:9][CH2:8][N:7]([C:10]([O:12][C:13]([CH3:16])([CH3:15])[CH3:14])=[O:11])[CH2:6][CH2:5]1)(=[O:29])[CH3:28], predict the reactants needed to synthesize it. The reactants are: [CH2:1]([C:4]1([OH:17])[CH2:9][CH2:8][N:7]([C:10]([O:12][C:13]([CH3:16])([CH3:15])[CH3:14])=[O:11])[CH2:6][CH2:5]1)[CH:2]=[CH2:3].CN(C1C=CC=CN=1)C.[C:27](OC(=O)C)(=[O:29])[CH3:28].C(N(CC)CC)C.